Dataset: Reaction yield outcomes from USPTO patents with 853,638 reactions. Task: Predict the reaction yield, written as a fraction of the theoretical maximum amount of product (1.0 means a 100% yield; for example, 0.34 means a 34% yield). (1) The reactants are [Li][CH2:2][CH2:3][CH2:4][CH3:5].CC1C=CC(S(O[CH2:17][CH:18]2[CH2:23][CH2:22][CH2:21][N:20]([C:24]([O:26][C:27]([CH3:30])([CH3:29])[CH3:28])=[O:25])[CH2:19]2)(=O)=O)=CC=1.[NH4+].[Cl-].[NH4+].[OH-]. The catalyst is CCOCC.[Cu]I. The product is [CH2:17]([CH:18]1[CH2:23][CH2:22][CH2:21][N:20]([C:24]([O:26][C:27]([CH3:28])([CH3:29])[CH3:30])=[O:25])[CH2:19]1)[CH2:2][CH2:3][CH2:4][CH3:5]. The yield is 0.740. (2) The product is [C:33]([O:32][C:27]1[C:26]([CH3:36])=[C:25]([CH:30]=[C:29]([CH3:31])[CH:28]=1)[C:23]([NH:8][C@@H:9]([CH2:15][C:16]1[CH:21]=[CH:20][CH:19]=[CH:18][CH:17]=1)[C@H:10]([OH:14])[C:11]([OH:13])=[O:12])=[O:24])(=[O:35])[CH3:34]. The reactants are CCN(CC)CC.[NH2:8][C@@H:9]([CH2:15][C:16]1[CH:21]=[CH:20][CH:19]=[CH:18][CH:17]=1)[C@H:10]([OH:14])[C:11]([OH:13])=[O:12].Cl[C:23]([C:25]1[C:26]([CH3:36])=[C:27]([O:32][C:33](=[O:35])[CH3:34])[CH:28]=[C:29]([CH3:31])[CH:30]=1)=[O:24].Cl. The yield is 0.915. The catalyst is O.O1CCCC1.